From a dataset of Reaction yield outcomes from USPTO patents with 853,638 reactions. Predict the reaction yield, written as a fraction of the theoretical maximum amount of product (1.0 means a 100% yield; for example, 0.34 means a 34% yield). (1) The reactants are [NH2:1][CH2:2][C@H:3]([C:5]1[CH:10]=[C:9]([O:11][CH2:12][C@H:13]2[CH2:17][O:16][C:15]([CH3:19])([CH3:18])[O:14]2)[CH:8]=[CH:7][C:6]=1[F:20])[OH:4].C([O-])([O-])=O.[K+].[K+].[CH:27]1[CH:32]=[CH:31][C:30]([CH2:33]Br)=[CH:29][CH:28]=1. The catalyst is CCO. The product is [CH2:33]([N:1]([CH2:3][C:5]1[CH:10]=[CH:9][CH:8]=[CH:7][CH:6]=1)[CH2:2][C@H:3]([C:5]1[CH:10]=[C:9]([O:11][CH2:12][C@H:13]2[CH2:17][O:16][C:15]([CH3:18])([CH3:19])[O:14]2)[CH:8]=[CH:7][C:6]=1[F:20])[OH:4])[C:30]1[CH:31]=[CH:32][CH:27]=[CH:28][CH:29]=1. The yield is 0.800. (2) The reactants are Br[C:2]1[CH:7]=[CH:6][C:5]([C:8]2[S:9][CH:10]([CH2:14][CH2:15][CH2:16][CH2:17][CH2:18][CH2:19][CH2:20][CH3:21])[CH:11](O)[N:12]=2)=[CH:4][CH:3]=1.[C:22]([Cu])#[N:23]. The catalyst is CN1C(=O)CCC1. The product is [CH2:14]([C:10]1[S:9][C:8]([C:5]2[CH:6]=[CH:7][C:2]([C:22]#[N:23])=[CH:3][CH:4]=2)=[N:12][CH:11]=1)[CH2:15][CH2:16][CH2:17][CH2:18][CH2:19][CH2:20][CH3:21]. The yield is 0.960.